Predict the reactants needed to synthesize the given product. From a dataset of Full USPTO retrosynthesis dataset with 1.9M reactions from patents (1976-2016). (1) Given the product [CH3:19][CH:18]([O:20][C:21]1[CH:28]=[CH:27][C:26]([C:29]2[O:33][N:32]=[C:31]([C:34]3[C:35]([CH3:44])=[C:36]4[C:41](=[CH:42][CH:43]=3)[CH2:40][N:39]([C:12](=[O:14])[C@:9]([CH3:15])([CH2:10][OH:11])[NH2:8])[CH2:38][CH2:37]4)[N:30]=2)=[CH:25][C:22]=1[C:23]#[N:24])[CH3:17], predict the reactants needed to synthesize it. The reactants are: CC(OC([NH:8][C@:9]([CH3:15])([C:12]([OH:14])=O)[CH2:10][OH:11])=O)(C)C.Cl.[CH3:17][CH:18]([O:20][C:21]1[CH:28]=[CH:27][C:26]([C:29]2[O:33][N:32]=[C:31]([C:34]3[C:35]([CH3:44])=[C:36]4[C:41](=[CH:42][CH:43]=3)[CH2:40][NH:39][CH2:38][CH2:37]4)[N:30]=2)=[CH:25][C:22]=1[C:23]#[N:24])[CH3:19].CN(C(ON1N=NC2C=CC=NC1=2)=[N+](C)C)C.F[P-](F)(F)(F)(F)F.CCN(C(C)C)C(C)C.FC(F)(F)C(O)=O. (2) Given the product [O:17]=[C:16]1[CH2:21][CH2:22][N:13]([S:10]([NH:9][C:5]2[CH:6]=[CH:7][CH:8]=[C:3]([C:2]([F:23])([F:24])[F:1])[CH:4]=2)(=[O:12])=[O:11])[CH2:14][CH2:15]1, predict the reactants needed to synthesize it. The reactants are: [F:1][C:2]([F:24])([F:23])[C:3]1[CH:4]=[C:5]([NH:9][S:10]([N:13]2[CH2:22][CH2:21][C:16]3(OCC[O:17]3)[CH2:15][CH2:14]2)(=[O:12])=[O:11])[CH:6]=[CH:7][CH:8]=1.Cl.[OH-].[Na+].O. (3) Given the product [CH3:14][C@H:9]1[CH2:10][O:11][CH2:12][CH2:13][N:8]1[C:6]1[CH:5]=[C:4]([CH2:15][S:16]([CH3:19])(=[O:18])=[O:17])[N:3]=[C:2]([C:26]2[CH:27]=[C:22]([CH:23]=[CH:24][CH:25]=2)[NH2:21])[N:7]=1, predict the reactants needed to synthesize it. The reactants are: Cl[C:2]1[N:7]=[C:6]([N:8]2[CH2:13][CH2:12][O:11][CH2:10][C@@H:9]2[CH3:14])[CH:5]=[C:4]([CH2:15][S:16]([CH3:19])(=[O:18])=[O:17])[N:3]=1.O.[NH2:21][C:22]1[CH:23]=[C:24](B(O)O)[CH:25]=[CH:26][CH:27]=1.C(=O)([O-])[O-].[Na+].[Na+].